From a dataset of Full USPTO retrosynthesis dataset with 1.9M reactions from patents (1976-2016). Predict the reactants needed to synthesize the given product. (1) Given the product [C:16]([O:15][C:13]([NH:12][CH2:11][CH2:10][CH2:9][CH2:8][C@H:3]([NH:2][C:33]([C:29]1[C:28](=[O:36])[N:27]([CH:26]([C:20]2[CH:25]=[CH:24][CH:23]=[CH:22][CH:21]=2)[C:37]2[CH:38]=[CH:39][CH:40]=[CH:41][CH:42]=2)[CH:32]=[CH:31][CH:30]=1)=[O:34])[C:4]([O:6][CH3:7])=[O:5])=[O:14])([CH3:19])([CH3:18])[CH3:17], predict the reactants needed to synthesize it. The reactants are: Cl.[NH2:2][C@@H:3]([CH2:8][CH2:9][CH2:10][CH2:11][NH:12][C:13]([O:15][C:16]([CH3:19])([CH3:18])[CH3:17])=[O:14])[C:4]([O:6][CH3:7])=[O:5].[C:20]1([CH:26]([C:37]2[CH:42]=[CH:41][CH:40]=[CH:39][CH:38]=2)[N:27]2[CH:32]=[CH:31][CH:30]=[C:29]([C:33](O)=[O:34])[C:28]2=[O:36])[CH:25]=[CH:24][CH:23]=[CH:22][CH:21]=1.C(N(C(C)C)CC)(C)C.CN(C(ON1N=NC2C=CC=CC1=2)=[N+](C)C)C.F[P-](F)(F)(F)(F)F. (2) Given the product [F:13][C:10]1[CH:11]=[CH:12][C:7]([C:6]2[N:5]([CH2:14][CH:15]3[CH2:19][CH2:18][CH2:17][O:16]3)[N:4]=[C:3]([CH3:20])[C:2]=2[C:29]2[CH:30]=[CH:31][C:32]3[O:37][CH2:36][C:35](=[O:38])[NH:34][C:33]=3[CH:39]=2)=[CH:8][CH:9]=1, predict the reactants needed to synthesize it. The reactants are: Br[C:2]1[C:3]([CH3:20])=[N:4][N:5]([CH2:14][CH:15]2[CH2:19][CH2:18][CH2:17][O:16]2)[C:6]=1[C:7]1[CH:12]=[CH:11][C:10]([F:13])=[CH:9][CH:8]=1.CC1(C)C(C)(C)OB([C:29]2[CH:30]=[CH:31][C:32]3[O:37][CH2:36][C:35](=[O:38])[NH:34][C:33]=3[CH:39]=2)O1.C(=O)([O-])[O-].[Cs+].[Cs+]. (3) Given the product [Cl:1][C:2]1[CH:9]=[CH:8][CH:7]=[C:6]([CH2:10][Br:18])[C:3]=1[C:4]#[N:5], predict the reactants needed to synthesize it. The reactants are: [Cl:1][C:2]1[CH:9]=[CH:8][CH:7]=[C:6]([CH3:10])[C:3]=1[C:4]#[N:5].C1C(=O)N([Br:18])C(=O)C1.C(OOC(=O)C1C=CC=CC=1)(=O)C1C=CC=CC=1. (4) Given the product [NH2:1][C:2]1[N:7]=[C:6]([CH:8]2[CH2:13][CH2:12][CH:11]([N:15]3[CH2:18][CH:17]([NH:19][C:20]([CH2:22][NH:23][C:24](=[O:35])[C:25]4[CH:30]=[CH:29][CH:28]=[C:27]([C:31]([F:34])([F:32])[F:33])[CH:26]=4)=[O:21])[CH2:16]3)[CH2:10][CH2:9]2)[CH:5]=[CH:4][CH:3]=1, predict the reactants needed to synthesize it. The reactants are: [NH2:1][C:2]1[N:7]=[C:6]([CH:8]2[CH2:13][CH2:12][C:11](=O)[CH2:10][CH2:9]2)[CH:5]=[CH:4][CH:3]=1.[NH:15]1[CH2:18][CH:17]([NH:19][C:20]([CH2:22][NH:23][C:24](=[O:35])[C:25]2[CH:30]=[CH:29][CH:28]=[C:27]([C:31]([F:34])([F:33])[F:32])[CH:26]=2)=[O:21])[CH2:16]1.